From a dataset of NCI-60 drug combinations with 297,098 pairs across 59 cell lines. Regression. Given two drug SMILES strings and cell line genomic features, predict the synergy score measuring deviation from expected non-interaction effect. (1) Drug 1: CCN(CC)CCNC(=O)C1=C(NC(=C1C)C=C2C3=C(C=CC(=C3)F)NC2=O)C. Drug 2: CCCCC(=O)OCC(=O)C1(CC(C2=C(C1)C(=C3C(=C2O)C(=O)C4=C(C3=O)C=CC=C4OC)O)OC5CC(C(C(O5)C)O)NC(=O)C(F)(F)F)O. Cell line: OVCAR3. Synergy scores: CSS=33.5, Synergy_ZIP=3.51, Synergy_Bliss=4.28, Synergy_Loewe=-1.26, Synergy_HSA=3.70. (2) Drug 1: CCC(=C(C1=CC=CC=C1)C2=CC=C(C=C2)OCCN(C)C)C3=CC=CC=C3.C(C(=O)O)C(CC(=O)O)(C(=O)O)O. Drug 2: COCCOC1=C(C=C2C(=C1)C(=NC=N2)NC3=CC=CC(=C3)C#C)OCCOC.Cl. Cell line: LOX IMVI. Synergy scores: CSS=3.67, Synergy_ZIP=-0.646, Synergy_Bliss=-2.80, Synergy_Loewe=-4.59, Synergy_HSA=-5.62.